From a dataset of Full USPTO retrosynthesis dataset with 1.9M reactions from patents (1976-2016). Predict the reactants needed to synthesize the given product. (1) Given the product [Br:6][C:7]1[CH:18]=[CH:17][C:10]([C:11](=[O:12])[CH3:1])=[C:9]([F:19])[CH:8]=1, predict the reactants needed to synthesize it. The reactants are: [CH3:1]I.C[Mg]I.[Br:6][C:7]1[CH:18]=[CH:17][C:10]([C:11](N(OC)C)=[O:12])=[C:9]([F:19])[CH:8]=1. (2) Given the product [F:1][C@@H:2]([CH3:24])[CH2:3][N:4]([S:5]([C:8]1[S:9][CH:10]=[C:11]([CH3:13])[N:12]=1)(=[O:7])=[O:6])[C:14]1[CH:15]=[C:16]2[C:20]([CH2:19][CH2:18][CH2:17]2)=[CH:21][C:22]=1[O:23][CH2:39][C:40]1[CH:41]=[CH:42][C:43]([C:46]([O:48][CH2:49][CH3:50])=[O:47])=[N:44][CH:45]=1, predict the reactants needed to synthesize it. The reactants are: [F:1][C@@H:2]([CH3:24])[CH2:3][N:4]([C:14]1[CH:15]=[C:16]2[C:20](=[CH:21][C:22]=1[OH:23])[CH2:19][CH2:18][CH2:17]2)[S:5]([C:8]1[S:9][CH:10]=[C:11]([CH3:13])[N:12]=1)(=[O:7])=[O:6].C(P(CCCC)CCCC)CCC.O[CH2:39][C:40]1[CH:41]=[CH:42][C:43]([C:46]([O:48][CH2:49][CH3:50])=[O:47])=[N:44][CH:45]=1.N(/C(N1CCCCC1)=O)=N\C(N1CCCCC1)=O. (3) Given the product [CH2:12]([C@@:4]([NH:3][C:19]([O:21][C:22]([CH3:25])([CH3:24])[CH3:23])=[O:20])([CH2:9][CH:10]=[CH2:11])[CH2:5][C:6]([OH:8])=[O:7])[C:13]1[CH:14]=[CH:15][CH:16]=[CH:17][CH:18]=1, predict the reactants needed to synthesize it. The reactants are: [OH-].[Na+].[NH2:3][C@:4]([CH2:12][C:13]1[CH:18]=[CH:17][CH:16]=[CH:15][CH:14]=1)([CH2:9][CH:10]=[CH2:11])[CH2:5][C:6]([OH:8])=[O:7].[C:19](O[C:19]([O:21][C:22]([CH3:25])([CH3:24])[CH3:23])=[O:20])([O:21][C:22]([CH3:25])([CH3:24])[CH3:23])=[O:20].C(=O)([O-])[O-].[K+].[K+].C(O)(=O)CC(CC(O)=O)(C(O)=O)O.